Dataset: Catalyst prediction with 721,799 reactions and 888 catalyst types from USPTO. Task: Predict which catalyst facilitates the given reaction. (1) Reactant: [OH-].[Li+].[NH2:3][C:4]([NH:6][C:7]1[S:8][C:9]([C:13]2[CH:22]=[CH:21][C:16]([C:17]([O:19]C)=[O:18])=[CH:15][CH:14]=2)=[C:10]([CH3:12])[N:11]=1)=[NH:5]. Product: [NH2:5][C:4]([NH:6][C:7]1[S:8][C:9]([C:13]2[CH:22]=[CH:21][C:16]([C:17]([OH:19])=[O:18])=[CH:15][CH:14]=2)=[C:10]([CH3:12])[N:11]=1)=[NH:3]. The catalyst class is: 7. (2) Reactant: C[O:2][C:3]([C:5]1[CH2:6][N:7]([C:32]([O:34][C:35]([CH3:38])([CH3:37])[CH3:36])=[O:33])[CH2:8][C:9]2([C:12]=1[C:13]1[CH:18]=[CH:17][C:16]([CH2:19][CH2:20][CH2:21][O:22][C:23]3[C:28]([F:29])=[CH:27][CH:26]=[C:25]([F:30])[C:24]=3[Cl:31])=[CH:15][CH:14]=1)[CH2:11][CH2:10]2)=[O:4].[OH-].[Na+].Cl. Product: [C:35]([O:34][C:32]([N:7]1[CH2:6][C:5]([C:3]([OH:4])=[O:2])=[C:12]([C:13]2[CH:18]=[CH:17][C:16]([CH2:19][CH2:20][CH2:21][O:22][C:23]3[C:28]([F:29])=[CH:27][CH:26]=[C:25]([F:30])[C:24]=3[Cl:31])=[CH:15][CH:14]=2)[C:9]2([CH2:11][CH2:10]2)[CH2:8]1)=[O:33])([CH3:38])([CH3:36])[CH3:37]. The catalyst class is: 14. (3) Reactant: [F:1][C:2]1[CH:22]=[CH:21][CH:20]=[C:19]([F:23])[C:3]=1[CH2:4][O:5][C:6]1[N:11]2[N:12]=[C:13]([CH3:18])[C:14]([C:15]([OH:17])=O)=[C:10]2[CH:9]=[CH:8][CH:7]=1.ON1C2C=CC=CC=2N=N1.Cl.CN(C)CCCN=C=NCC.[C:46]([O:50][C:51](=[O:60])[NH:52][C:53]([CH3:59])([CH2:56][CH2:57][CH3:58])[CH2:54][NH2:55])([CH3:49])([CH3:48])[CH3:47].C(N(CC)C(C)C)(C)C. Product: [C:46]([O:50][C:51](=[O:60])[NH:52][C:53]([CH3:59])([CH2:56][CH2:57][CH3:58])[CH2:54][NH:55][C:15]([C:14]1[C:13]([CH3:18])=[N:12][N:11]2[C:6]([O:5][CH2:4][C:3]3[C:2]([F:1])=[CH:22][CH:21]=[CH:20][C:19]=3[F:23])=[CH:7][CH:8]=[CH:9][C:10]=12)=[O:17])([CH3:49])([CH3:48])[CH3:47]. The catalyst class is: 7. (4) Reactant: [H-].[H-].[H-].[H-].[Li+].[Al+3].[C:7](OC)(=[O:16])[CH2:8]/[CH:9]=[CH:10]/[CH2:11][CH2:12][CH2:13][CH2:14][CH3:15].O.[OH-].[K+]. Product: [CH2:7]([OH:16])[CH2:8]/[CH:9]=[CH:10]/[CH2:11][CH2:12][CH2:13][CH2:14][CH3:15]. The catalyst class is: 28. (5) Reactant: [CH3:1][N:2]([C:15]1[CH:20]=[CH:19][CH:18]=[CH:17][CH:16]=1)[NH:3][C:4]1[O:5][CH2:6][C:7](=[O:14])[C:8]=1[C:9]([O:11][CH2:12][CH3:13])=[O:10].[NH:21]1[C:29]2[C:24](=[CH:25][CH:26]=[CH:27][N:28]=2)[C:23]([CH:30]=O)=[CH:22]1.N1CCC[C@H]1C(O)=O. The catalyst class is: 8. Product: [NH:21]1[C:29]2=[N:28][CH:27]=[CH:26][CH:25]=[C:24]2[C:23]([CH:30]=[C:6]2[O:5][C:4]([NH:3][N:2]([CH3:1])[C:15]3[CH:20]=[CH:19][CH:18]=[CH:17][CH:16]=3)=[C:8]([C:9]([O:11][CH2:12][CH3:13])=[O:10])[C:7]2=[O:14])=[CH:22]1. (6) Reactant: [CH2:1]([N:8]1[CH2:13][CH2:12][C:11]([CH2:19][C:20]2[CH:25]=[CH:24][CH:23]=[CH:22][C:21]=2[F:26])([C:14](OCC)=[O:15])[CH2:10][CH2:9]1)[C:2]1[CH:7]=[CH:6][CH:5]=[CH:4][CH:3]=1.[H-].[Al+3].[Li+].[H-].[H-].[H-]. Product: [CH2:1]([N:8]1[CH2:13][CH2:12][C:11]([CH2:14][OH:15])([CH2:19][C:20]2[CH:25]=[CH:24][CH:23]=[CH:22][C:21]=2[F:26])[CH2:10][CH2:9]1)[C:2]1[CH:3]=[CH:4][CH:5]=[CH:6][CH:7]=1. The catalyst class is: 27. (7) Reactant: [CH2:1]([O:8][C:9](=[O:41])[N:10]([CH:35]1[CH2:40][CH2:39][CH2:38][CH2:37][CH2:36]1)[CH2:11][C:12]1[CH:17]=[CH:16][C:15]([NH:18][C:19](=[O:34])[C:20]2[CH:25]=[CH:24][C:23]([CH2:26][NH:27][CH2:28][C:29]3[NH:30][CH:31]=[CH:32][N:33]=3)=[CH:22][CH:21]=2)=[CH:14][CH:13]=1)[C:2]1[CH:7]=[CH:6][CH:5]=[CH:4][CH:3]=1.[NH:42]1[CH:46]=[CH:45][N:44]=[C:43]1[CH:47]=O.C([BH3-])#N.[Na+].C(O)(=O)C. Product: [CH2:1]([O:8][C:9](=[O:41])[N:10]([CH2:11][C:12]1[CH:13]=[CH:14][C:15]([NH:18][C:19](=[O:34])[C:20]2[CH:25]=[CH:24][C:23]([CH2:26][N:27]([CH2:47][C:43]3[NH:42][CH:46]=[CH:45][N:44]=3)[CH2:28][C:29]3[NH:33][CH:32]=[CH:31][N:30]=3)=[CH:22][CH:21]=2)=[CH:16][CH:17]=1)[CH:35]1[CH2:36][CH2:37][CH2:38][CH2:39][CH2:40]1)[C:2]1[CH:7]=[CH:6][CH:5]=[CH:4][CH:3]=1. The catalyst class is: 5. (8) Reactant: [CH2:1]([C:3]1[CH:4]=[C:5]([C:11]2[CH:16]=[CH:15][C:14]([C:17]3[O:21][N:20]=[CH:19][CH:18]=3)=[CH:13][CH:12]=2)[CH:6]=[CH:7][C:8]=1[O:9]C)[CH3:2].C(=O)=O.CC(C)=O.B(Br)(Br)Br. Product: [CH2:1]([C:3]1[CH:4]=[C:5]([C:11]2[CH:16]=[CH:15][C:14]([C:17]3[O:21][N:20]=[CH:19][CH:18]=3)=[CH:13][CH:12]=2)[CH:6]=[CH:7][C:8]=1[OH:9])[CH3:2]. The catalyst class is: 2. (9) Reactant: Cl.[CH2:2]([O:5][C:6]1[CH:15]=[C:14]([O:16]COC)[C:13]([CH:20]([CH3:22])[CH3:21])=[CH:12][C:7]=1[C:8]([O:10][CH3:11])=[O:9])[CH:3]=[CH2:4]. Product: [CH2:2]([O:5][C:6]1[CH:15]=[C:14]([OH:16])[C:13]([CH:20]([CH3:22])[CH3:21])=[CH:12][C:7]=1[C:8]([O:10][CH3:11])=[O:9])[CH:3]=[CH2:4]. The catalyst class is: 5.